Dataset: Forward reaction prediction with 1.9M reactions from USPTO patents (1976-2016). Task: Predict the product of the given reaction. (1) Given the reactants [C:1]([O:5][C:6](=[O:31])[C:7]1[CH:12]=[CH:11][C:10]([C:13]2[CH2:17][C:16]([C:22]3[CH:27]=[C:26]([Cl:28])[CH:25]=[C:24]([Cl:29])[CH:23]=3)([C:18]([F:21])([F:20])[F:19])[O:15][N:14]=2)=[CH:9][C:8]=1[CH3:30])([CH3:4])([CH3:3])[CH3:2].C[Si]([N-][Si](C)(C)C)(C)C.[Li+].C1(S(N2C(C3C=CC=CC=3)O2)(=O)=[O:49])C=CC=CC=1, predict the reaction product. The product is: [C:1]([O:5][C:6](=[O:31])[C:7]1[CH:12]=[CH:11][C:10]([C:13]2[CH:17]([OH:49])[C:16]([C:22]3[CH:23]=[C:24]([Cl:29])[CH:25]=[C:26]([Cl:28])[CH:27]=3)([C:18]([F:20])([F:19])[F:21])[O:15][N:14]=2)=[CH:9][C:8]=1[CH3:30])([CH3:4])([CH3:3])[CH3:2]. (2) Given the reactants F[C:2]1[N:6]([CH3:7])[N:5]=[C:4]([C:8]([F:14])([F:13])[C:9]([F:12])([F:11])[F:10])[C:3]=1[C:15]([F:18])([F:17])[F:16].CS(C)=O.[N-:23]=[N+:24]=[N-:25].[Na+].O, predict the reaction product. The product is: [N:23]([C:2]1[N:6]([CH3:7])[N:5]=[C:4]([C:8]([F:14])([F:13])[C:9]([F:12])([F:11])[F:10])[C:3]=1[C:15]([F:18])([F:17])[F:16])=[N+:24]=[N-:25]. (3) Given the reactants C([O:3][C:4]([C:6]1[CH:11]=[CH:10][C:9]([C:12]2[CH:17]=[C:16]([C:18]#[N:19])[CH:15]=[CH:14][C:13]=2[CH3:20])=[CH:8][CH:7]=1)=[O:5])C.[OH-].[Na+], predict the reaction product. The product is: [C:18]([C:16]1[CH:15]=[CH:14][C:13]([CH3:20])=[C:12]([C:9]2[CH:10]=[CH:11][C:6]([C:4]([OH:5])=[O:3])=[CH:7][CH:8]=2)[CH:17]=1)#[N:19]. (4) Given the reactants [Cl:1][C:2]1[CH:15]=[C:14]([Cl:16])[C:13](I)=[CH:12][C:3]=1[O:4][CH2:5][CH2:6][N:7]([CH2:10][CH3:11])[CH2:8][CH3:9].Cl[C:19]1[C:20]2[C:29]([C:30]#[N:31])=[CH:28][N:27](COCC[Si](C)(C)C)[C:21]=2[N:22]=[C:23]([S:25][CH3:26])[N:24]=1, predict the reaction product. The product is: [Cl:16][C:14]1[CH:15]=[C:2]([Cl:1])[C:3]([O:4][CH2:5][CH2:6][N:7]([CH2:10][CH3:11])[CH2:8][CH3:9])=[CH:12][C:13]=1[C:19]1[C:20]2[C:29]([C:30]#[N:31])=[CH:28][NH:27][C:21]=2[N:22]=[C:23]([S:25][CH3:26])[N:24]=1. (5) Given the reactants C1(P(C2C=CC=CC=2)C2C=CC=CC=2)C=CC=CC=1.[Cl:20][C:21]1[CH:22]=[N:23][N:24]([CH3:42])[C:25]=1[C:26]1[CH:27]=[C:28]([NH:33][C:34]([C:36]2[CH:40]=[C:39]([CH3:41])[O:38][N:37]=2)=[O:35])[CH:29]=[CH:30][C:31]=1[OH:32].CC(OC(/N=N/C(OC(C)C)=O)=O)C.O[CH2:58][C@@H:59]([NH:61]C(=O)OC(C)(C)C)[CH3:60], predict the reaction product. The product is: [NH2:61][C@@H:59]([CH3:60])[CH2:58][O:32][C:31]1[CH:30]=[CH:29][C:28]([NH:33][C:34]([C:36]2[CH:40]=[C:39]([CH3:41])[O:38][N:37]=2)=[O:35])=[CH:27][C:26]=1[C:25]1[N:24]([CH3:42])[N:23]=[CH:22][C:21]=1[Cl:20]. (6) Given the reactants [CH3:1][O:2][N:3]([C:32]([C:45]1[CH:50]=[CH:49][CH:48]=[CH:47][CH:46]=1)([C:39]1[CH:44]=[CH:43][CH:42]=[CH:41][CH:40]=1)[C:33]1[CH:38]=[CH:37][CH:36]=[CH:35][CH:34]=1)[C:4]1[NH:5][C:6](=[O:31])[C:7]2[N:8]=[CH:9][N:10]([C@@H:13]3[O:18][C@H:17]([CH2:19][O:20][Si:21]([C:24]([CH3:27])([CH3:26])[CH3:25])([CH3:23])[CH3:22])[C@@H:15]([OH:16])[C@@:14]3([C:29]#[CH:30])[F:28])[C:11]=2[N:12]=1.C1COCC1.C1(C)C=CC(S(O)(=O)=O)=CC=1.[O:67]1[CH:72]=[CH:71][CH2:70][CH2:69][CH2:68]1, predict the reaction product. The product is: [CH3:1][O:2][N:3]([C:32]([C:39]1[CH:40]=[CH:41][CH:42]=[CH:43][CH:44]=1)([C:45]1[CH:46]=[CH:47][CH:48]=[CH:49][CH:50]=1)[C:33]1[CH:34]=[CH:35][CH:36]=[CH:37][CH:38]=1)[C:4]1[NH:5][C:6](=[O:31])[C:7]2[N:8]=[CH:9][N:10]([C@@H:13]3[O:18][C@H:17]([CH2:19][O:20][Si:21]([C:24]([CH3:27])([CH3:25])[CH3:26])([CH3:22])[CH3:23])[C@@H:15]([O:16][CH:68]4[CH2:69][CH2:70][CH2:71][CH2:72][O:67]4)[C@@:14]3([C:29]#[CH:30])[F:28])[C:11]=2[N:12]=1. (7) Given the reactants C(=O)([O-])O.[Na+].Cl.[NH2:7][OH:8].[C:9]1([C:15]2[N:20]=[C:19]([C:21]#[N:22])[CH:18]=[C:17]([C:23]([F:26])([F:25])[F:24])[N:16]=2)[CH:14]=[CH:13][CH:12]=[CH:11][CH:10]=1, predict the reaction product. The product is: [C:9]1([C:15]2[N:20]=[C:19]([C:21](=[N:7][OH:8])[NH2:22])[CH:18]=[C:17]([C:23]([F:25])([F:26])[F:24])[N:16]=2)[CH:10]=[CH:11][CH:12]=[CH:13][CH:14]=1. (8) Given the reactants C1COCC1.[Br:6][C:7]1[CH:15]=[C:14]([F:16])[C:13]([F:17])=[CH:12][C:8]=1[C:9](O)=[O:10], predict the reaction product. The product is: [Br:6][C:7]1[CH:15]=[C:14]([F:16])[C:13]([F:17])=[CH:12][C:8]=1[CH2:9][OH:10].